This data is from Full USPTO retrosynthesis dataset with 1.9M reactions from patents (1976-2016). The task is: Predict the reactants needed to synthesize the given product. (1) Given the product [CH3:25][O:26][N:18]([CH3:23])[C:4](=[O:6])[CH:3]([O:2][CH3:1])[C:7]1[CH:16]=[CH:15][CH:14]=[C:13]2[C:8]=1[CH:9]=[CH:10][CH:11]=[N:12]2, predict the reactants needed to synthesize it. The reactants are: [CH3:1][O:2][CH:3]([C:7]1[CH:16]=[CH:15][CH:14]=[C:13]2[C:8]=1[CH:9]=[CH:10][CH:11]=[N:12]2)[C:4]([OH:6])=O.C[N:18]1[CH2:23]COCC1.Cl[C:25](OCC(C)C)=[O:26]. (2) Given the product [Cl:19][C:20]1[CH:25]=[CH:24][C:23]([CH:26]([N:29]2[CH2:30][CH2:31][CH2:32][CH2:33][CH2:34]2)[CH2:27][NH:28][C:16]([C:9]2[S:8][C:7]([C:2]3[N:1]=[CH:6][CH:5]=[CH:4][N:3]=3)=[N:11][C:10]=2[C:12]([F:13])([F:14])[F:15])=[O:18])=[CH:22][CH:21]=1, predict the reactants needed to synthesize it. The reactants are: [N:1]1[CH:6]=[CH:5][CH:4]=[N:3][C:2]=1[C:7]1[S:8][C:9]([C:16]([OH:18])=O)=[C:10]([C:12]([F:15])([F:14])[F:13])[N:11]=1.[Cl:19][C:20]1[CH:25]=[CH:24][C:23]([CH:26]([N:29]2[CH2:34][CH2:33][CH2:32][CH2:31][CH2:30]2)[CH2:27][NH2:28])=[CH:22][CH:21]=1.F[P-](F)(F)(F)(F)F.N1(O[P+](N(C)C)(N(C)C)N(C)C)C2C=CC=CC=2N=N1.CCOC(C)=O. (3) Given the product [Cl:13][C:5]1[CH:6]2[O:9][C:2]([CH3:1])([CH2:8][CH2:7]2)[C:3](=[O:11])[CH:4]=1, predict the reactants needed to synthesize it. The reactants are: [CH3:1][C:2]12[O:9][CH:6]([CH2:7][CH2:8]1)[C:5](=O)[CH2:4][C:3]2=[O:11].P(Cl)(Cl)(Cl)(Cl)[Cl:13]. (4) Given the product [CH3:19][O:18][N:17]([CH3:16])[C:12]([C:7]1[NH:8][C:9]2[C:5]([CH:6]=1)=[CH:4][C:3]([O:2][CH3:1])=[CH:11][CH:10]=2)=[O:14], predict the reactants needed to synthesize it. The reactants are: [CH3:1][O:2][C:3]1[CH:4]=[C:5]2[C:9](=[CH:10][CH:11]=1)[NH:8][C:7]([C:12]([OH:14])=O)=[CH:6]2.Cl.[CH3:16][NH:17][O:18][CH3:19].CCN=C=NCCCN(C)C.ON1C2C=CC=CC=2N=N1.C(N(CC)CC)C.C(O)(=O)CC(CC(O)=O)(C(O)=O)O. (5) Given the product [CH3:1][N:2]1[CH2:7][CH2:6][N:5]([CH:8]2[C:17]3[CH:16]=[C:15]([O:18][C:44](=[O:45])[C:43]4[CH:47]=[CH:48][C:40]([N:34]5[CH2:35][CH2:36][O:37][CH2:38][CH2:39]5)=[N:41][CH:42]=4)[CH:14]=[CH:13][C:12]=3[CH2:11][CH2:10][CH2:9]2)[CH2:4][CH2:3]1, predict the reactants needed to synthesize it. The reactants are: [CH3:1][N:2]1[CH2:7][CH2:6][N:5]([CH:8]2[C:17]3[CH:16]=[C:15]([OH:18])[CH:14]=[CH:13][C:12]=3[CH2:11][CH2:10][CH2:9]2)[CH2:4][CH2:3]1.C1CCC(N=C=NC2CCCCC2)CC1.[N:34]1([C:40]2[CH:48]=[CH:47][C:43]([C:44](O)=[O:45])=[CH:42][N:41]=2)[CH2:39][CH2:38][O:37][CH2:36][CH2:35]1. (6) The reactants are: Cl[C:2]1[CH:7]=[C:6]([C:8]2[CH:13]=[CH:12][C:11]([C:14]([F:17])([F:16])[F:15])=[CH:10][CH:9]=2)[N:5]=[CH:4][N:3]=1.[Cl:18][C:19]1[CH:28]=[CH:27][C:26]2[C:21](=[C:22]([OH:29])[CH:23]=[CH:24][CH:25]=2)[N:20]=1.C(=O)([O-])[O-].[K+].[K+].CCOC(C)=O. Given the product [Cl:18][C:19]1[CH:28]=[CH:27][C:26]2[C:21](=[C:22]([O:29][C:2]3[CH:7]=[C:6]([C:8]4[CH:13]=[CH:12][C:11]([C:14]([F:17])([F:16])[F:15])=[CH:10][CH:9]=4)[N:5]=[CH:4][N:3]=3)[CH:23]=[CH:24][CH:25]=2)[N:20]=1, predict the reactants needed to synthesize it.